Dataset: Full USPTO retrosynthesis dataset with 1.9M reactions from patents (1976-2016). Task: Predict the reactants needed to synthesize the given product. (1) Given the product [F:1][C:2]1[CH:7]=[CH:6][C:5]([C:12]2[CH:13]=[CH:14][C:15]([O:16][CH2:17][C:18]3[CH:22]=[CH:21][O:20][C:19]=3[CH3:23])=[CH:24][CH:25]=2)=[CH:4][CH:3]=1, predict the reactants needed to synthesize it. The reactants are: [F:1][C:2]1[CH:7]=[CH:6][C:5](B(O)O)=[CH:4][CH:3]=1.I[C:12]1[CH:25]=[CH:24][C:15]([O:16][CH2:17][C:18]2[CH:22]=[CH:21][O:20][C:19]=2[CH3:23])=[CH:14][CH:13]=1. (2) The reactants are: [Br:1][C:2]1[CH:7]=[CH:6][C:5]([OH:8])=[CH:4][C:3]=1[O:9][CH3:10].C(=O)([O-])[O-].[K+].[K+].[CH2:17](Br)[C:18]1[CH:23]=[CH:22][CH:21]=[CH:20][CH:19]=1. Given the product [CH2:17]([O:8][C:5]1[CH:6]=[CH:7][C:2]([Br:1])=[C:3]([O:9][CH3:10])[CH:4]=1)[C:18]1[CH:23]=[CH:22][CH:21]=[CH:20][CH:19]=1, predict the reactants needed to synthesize it. (3) Given the product [CH3:1][N:2]([CH3:6])[CH2:3][CH2:4][NH:5][S:17]([C:13]1[S:12][C:11]([NH:10][C:7](=[O:9])[CH3:8])=[N:15][C:14]=1[CH3:16])(=[O:18])=[O:19], predict the reactants needed to synthesize it. The reactants are: [CH3:1][N:2]([CH3:6])[CH2:3][CH2:4][NH2:5].[C:7]([NH:10][C:11]1[S:12][C:13]([S:17](Cl)(=[O:19])=[O:18])=[C:14]([CH3:16])[N:15]=1)(=[O:9])[CH3:8].C(N(CC)CC)C.